From a dataset of Full USPTO retrosynthesis dataset with 1.9M reactions from patents (1976-2016). Predict the reactants needed to synthesize the given product. (1) The reactants are: [F:1][C:2]1[CH:10]=[C:9]2[C:5]([C:6]([C:12]3[N:13]=[C:14]4[C:20]([C:21]([OH:23])=O)=[CH:19][N:18]([CH2:24][O:25][CH2:26][CH2:27][Si:28]([CH3:31])([CH3:30])[CH3:29])[C:15]4=[N:16][CH:17]=3)=[N:7][N:8]2[CH3:11])=[CH:4][CH:3]=1.[CH3:32][C:33]([CH3:38])([CH3:37])[C@@H:34]([NH2:36])[CH3:35].CN(C(ON1N=NC2C=CC=NC1=2)=[N+](C)C)C.F[P-](F)(F)(F)(F)F.O. Given the product [CH3:35][C@H:34]([NH:36][C:21]([C:20]1[C:14]2[C:15](=[N:16][CH:17]=[C:12]([C:6]3[C:5]4[C:9](=[CH:10][C:2]([F:1])=[CH:3][CH:4]=4)[N:8]([CH3:11])[N:7]=3)[N:13]=2)[N:18]([CH2:24][O:25][CH2:26][CH2:27][Si:28]([CH3:30])([CH3:31])[CH3:29])[CH:19]=1)=[O:23])[C:33]([CH3:38])([CH3:37])[CH3:32], predict the reactants needed to synthesize it. (2) Given the product [OH:4][CH2:5][C:6]1[CH:11]=[C:10]([CH2:12][OH:13])[CH:9]=[CH:8][C:7]=1[Br:17], predict the reactants needed to synthesize it. The reactants are: C([O:4][CH2:5][C:6]1[CH:11]=[C:10]([CH2:12][O:13]C(=O)C)[CH:9]=[CH:8][C:7]=1[Br:17])(=O)C.C(OCC1C=CC=C(COC(=O)C)C=1Br)(=O)C.[OH-].[Na+]. (3) The reactants are: [Cl:1][C:2]1[CH:3]=[CH:4][C:5]2[O:9][C:8]([C:10]3[CH:11]=[C:12]([CH:18]=[CH:19][CH:20]=3)[C:13]([O:15]CC)=[O:14])=[CH:7][C:6]=2[CH:21]=1.[OH-].[Na+]. Given the product [Cl:1][C:2]1[CH:3]=[CH:4][C:5]2[O:9][C:8]([C:10]3[CH:11]=[C:12]([CH:18]=[CH:19][CH:20]=3)[C:13]([OH:15])=[O:14])=[CH:7][C:6]=2[CH:21]=1, predict the reactants needed to synthesize it. (4) Given the product [CH3:1][C:2]1([CH3:22])[CH2:7][CH2:6][C:5]([C:8]2[CH:13]=[CH:12][C:11]([O:14][CH3:15])=[CH:10][C:9]=2[N:16]2[CH2:21][CH2:20][N:19]([CH2:23][CH2:24][CH2:25][CH2:26][CH3:27])[CH2:18][CH2:17]2)=[CH:4][CH2:3]1, predict the reactants needed to synthesize it. The reactants are: [CH3:1][C:2]1([CH3:22])[CH2:7][CH2:6][C:5]([C:8]2[CH:13]=[CH:12][C:11]([O:14][CH3:15])=[CH:10][C:9]=2[N:16]2[CH2:21][CH2:20][NH:19][CH2:18][CH2:17]2)=[CH:4][CH2:3]1.[CH:23](=O)[CH2:24][CH2:25][CH2:26][CH3:27].C(O[BH-](OC(=O)C)OC(=O)C)(=O)C.[Na+].C(O)(=O)C.C(=O)([O-])O.[Na+]. (5) Given the product [C:1]1([CH2:7][C:8]([NH2:11])=[S:9])[CH:6]=[CH:5][CH:4]=[CH:3][CH:2]=1, predict the reactants needed to synthesize it. The reactants are: [C:1]1([CH2:7][C:8](Cl)=[S:9])[CH:6]=[CH:5][CH:4]=[CH:3][CH:2]=1.[NH4+:11].[Cl-].